Dataset: Full USPTO retrosynthesis dataset with 1.9M reactions from patents (1976-2016). Task: Predict the reactants needed to synthesize the given product. (1) Given the product [Br:23][CH2:9][C:5]1[N:4]([CH2:10][CH2:11][C:12]2[CH:21]=[CH:20][C:15]([C:16]([O:18][CH3:19])=[O:17])=[CH:14][CH:13]=2)[C:3](=[O:22])[C:2]([CH3:1])=[CH:7][C:6]=1[CH3:8], predict the reactants needed to synthesize it. The reactants are: [CH3:1][C:2]1[C:3](=[O:22])[N:4]([CH2:10][CH2:11][C:12]2[CH:21]=[CH:20][C:15]([C:16]([O:18][CH3:19])=[O:17])=[CH:14][CH:13]=2)[C:5]([CH3:9])=[C:6]([CH3:8])[CH:7]=1.[Br:23]N1C(=O)CCC1=O.O.C(OCC)(=O)C. (2) The reactants are: [Br:1][C:2]1[CH:9]=[C:8]([OH:10])[C:7]([O:11][CH3:12])=[CH:6][C:3]=1[CH:4]=[O:5].C1N2CN3CN(C2)CN1C3.C[C:24](O)=[O:25]. Given the product [Br:1][C:2]1[C:9]([CH:24]=[O:25])=[C:8]([OH:10])[C:7]([O:11][CH3:12])=[CH:6][C:3]=1[CH:4]=[O:5], predict the reactants needed to synthesize it. (3) Given the product [C:19]1([C:15]2[N:14]([CH:11]3[CH2:12][CH2:13][N:8]([C:6]([O:5][C:1]([CH3:4])([CH3:3])[CH3:2])=[O:7])[CH2:9][CH2:10]3)[CH:18]=[CH:17][N:16]=2)[CH:20]=[CH:21][CH:22]=[CH:23][CH:24]=1, predict the reactants needed to synthesize it. The reactants are: [C:1]([O:5][C:6]([N:8]1[CH2:13][CH2:12][CH:11]([N:14]2[CH2:18][CH2:17][N:16]=[C:15]2[C:19]2[CH:24]=[CH:23][CH:22]=[CH:21][CH:20]=2)[CH2:10][CH2:9]1)=[O:7])([CH3:4])([CH3:3])[CH3:2]. (4) Given the product [CH2:29]([O:33][C:34]1[CH:35]=[CH:36][C:37]([S:40]([CH:42]([C:47]2[CH:52]=[CH:51][C:50]([C:53]3[S:54][CH:55]=[CH:56][CH:57]=3)=[CH:49][CH:48]=2)[C:43]([NH:45][OH:46])=[O:44])(=[O:5])=[O:41])=[CH:38][CH:39]=1)[C:30]#[C:31][CH3:32], predict the reactants needed to synthesize it. The reactants are: C([O:5]C1C=CC(SC(C2C=CC(C3SC=CC=3)=CC=2)C(NO)=O)=CC=1)C#CC.[CH2:29]([O:33][C:34]1[CH:39]=[CH:38][C:37]([S:40]([CH:42]([C:47]2[CH:52]=[CH:51][C:50]([C:53]3[S:54][CH:55]=[CH:56][CH:57]=3)=[CH:49][CH:48]=2)[C:43]([NH:45][OH:46])=[O:44])=[O:41])=[CH:36][CH:35]=1)[C:30]#[C:31][CH3:32]. (5) Given the product [N:9]1[C:10]2[N:11]([C:14]3[CH:20]=[CH:19][CH:18]=[CH:17][C:15]=3[N:16]=2)[CH:12]=[CH:13][C:8]=1[N:2]1[CH2:5][CH:4]([OH:6])[CH2:3]1, predict the reactants needed to synthesize it. The reactants are: Cl.[NH:2]1[CH2:5][CH:4]([OH:6])[CH2:3]1.Br[C:8]1[CH:13]=[CH:12][N:11]2[C:14]3[CH:20]=[CH:19][CH:18]=[CH:17][C:15]=3[N:16]=[C:10]2[N:9]=1.C(N(CC)CC)C. (6) Given the product [CH2:11]1[CH2:10][O:9][C:8]23[O:13][CH2:14][CH2:1][O:2][C:3]2([C@:4]2([CH2:27][CH2:26][C@H:25]4[C@@H:15]([CH2:16]/[C:17](=[N:29]\[O:30][CH2:31][CH3:32])/[CH:18]5[C@:23]4([CH3:24])[CH2:22][CH2:21][CH2:20][CH2:19]5)[C@@H:6]2[CH2:7]3)[CH3:5])[O:12]1, predict the reactants needed to synthesize it. The reactants are: [CH2:1]1[CH2:14][O:13][C:8]23[O:9][CH2:10][CH2:11][O:12][C:3]2([C@:4]2([CH2:27][CH2:26][C@H:25]4[C@@H:15]([CH2:16][C:17](=O)[CH:18]5[C@:23]4([CH3:24])[CH2:22][CH2:21][CH2:20][CH2:19]5)[C@@H:6]2[CH2:7]3)[CH3:5])[O:2]1.[NH2:29][O:30][CH2:31][CH3:32].Cl. (7) Given the product [NH2:7][CH2:8][C:9]([NH:10][C:11]1[CH:16]=[CH:15][C:14]([O:17][CH3:18])=[CH:13][CH:12]=1)=[O:19], predict the reactants needed to synthesize it. The reactants are: C(OC(=O)[NH:7][CH2:8][C:9](=[O:19])[NH:10][C:11]1[CH:16]=[CH:15][C:14]([O:17][CH3:18])=[CH:13][CH:12]=1)(C)(C)C. (8) Given the product [F:15][C:16]1[CH:23]=[CH:22][C:19](/[CH:20]=[C:11](\[C:8]2[CH:9]=[CH:10][C:5]([O:4][CH:1]([CH3:3])[CH3:2])=[CH:6][CH:7]=2)/[C:12]([OH:14])=[O:13])=[CH:18][C:17]=1[O:24][CH3:25], predict the reactants needed to synthesize it. The reactants are: [CH:1]([O:4][C:5]1[CH:10]=[CH:9][C:8]([CH2:11][C:12]([OH:14])=[O:13])=[CH:7][CH:6]=1)([CH3:3])[CH3:2].[F:15][C:16]1[CH:23]=[CH:22][C:19]([CH:20]=O)=[CH:18][C:17]=1[O:24][CH3:25].CC(OC(C)=O)=O.CCN(CC)CC.